This data is from hERG potassium channel inhibition data for cardiac toxicity prediction from Karim et al.. The task is: Regression/Classification. Given a drug SMILES string, predict its toxicity properties. Task type varies by dataset: regression for continuous values (e.g., LD50, hERG inhibition percentage) or binary classification for toxic/non-toxic outcomes (e.g., AMES mutagenicity, cardiotoxicity, hepatotoxicity). Dataset: herg_karim. (1) The drug is Cc1c([C@@H](O)CN2CCC3(CC2)CN(c2ccc(=O)n(C)n2)C(=O)O3)ccc2c1COC2=O. The result is 0 (non-blocker). (2) The result is 0 (non-blocker). The molecule is N#Cc1ccc(-c2n[nH]c3cc(OC(F)(F)F)ccc23)cc1. (3) The drug is CN(CCOc1ccccc1)CCc1ccc(Cl)c(Cl)c1. The result is 1 (blocker). (4) The result is 1 (blocker). The compound is CC(Cc1ccccn1)N1C(=O)c2ccccc2C1C(=O)NCc1ccc(OC(F)(F)F)cc1.